Regression. Given two drug SMILES strings and cell line genomic features, predict the synergy score measuring deviation from expected non-interaction effect. From a dataset of NCI-60 drug combinations with 297,098 pairs across 59 cell lines. (1) Drug 1: CN1CCC(CC1)COC2=C(C=C3C(=C2)N=CN=C3NC4=C(C=C(C=C4)Br)F)OC. Drug 2: CC1CCC2CC(C(=CC=CC=CC(CC(C(=O)C(C(C(=CC(C(=O)CC(OC(=O)C3CCCCN3C(=O)C(=O)C1(O2)O)C(C)CC4CCC(C(C4)OC)OCCO)C)C)O)OC)C)C)C)OC. Cell line: ACHN. Synergy scores: CSS=28.3, Synergy_ZIP=-8.07, Synergy_Bliss=-2.38, Synergy_Loewe=1.26, Synergy_HSA=3.70. (2) Drug 1: CC1=C2C(C(=O)C3(C(CC4C(C3C(C(C2(C)C)(CC1OC(=O)C(C(C5=CC=CC=C5)NC(=O)OC(C)(C)C)O)O)OC(=O)C6=CC=CC=C6)(CO4)OC(=O)C)O)C)O. Drug 2: N.N.Cl[Pt+2]Cl. Cell line: SW-620. Synergy scores: CSS=19.3, Synergy_ZIP=-2.59, Synergy_Bliss=1.97, Synergy_Loewe=1.87, Synergy_HSA=1.28. (3) Drug 1: C1=C(C(=O)NC(=O)N1)N(CCCl)CCCl. Drug 2: C1CN1P(=S)(N2CC2)N3CC3. Cell line: UACC62. Synergy scores: CSS=14.7, Synergy_ZIP=-13.6, Synergy_Bliss=-16.2, Synergy_Loewe=-14.5, Synergy_HSA=-12.7. (4) Drug 1: CN(C)N=NC1=C(NC=N1)C(=O)N. Drug 2: CC12CCC3C(C1CCC2O)C(CC4=C3C=CC(=C4)O)CCCCCCCCCS(=O)CCCC(C(F)(F)F)(F)F. Cell line: 786-0. Synergy scores: CSS=-0.0175, Synergy_ZIP=0.0340, Synergy_Bliss=0.0317, Synergy_Loewe=-1.52, Synergy_HSA=-1.34. (5) Drug 1: C1=CC(=CC=C1CCC2=CNC3=C2C(=O)NC(=N3)N)C(=O)NC(CCC(=O)O)C(=O)O. Drug 2: CC1OCC2C(O1)C(C(C(O2)OC3C4COC(=O)C4C(C5=CC6=C(C=C35)OCO6)C7=CC(=C(C(=C7)OC)O)OC)O)O. Cell line: SR. Synergy scores: CSS=75.5, Synergy_ZIP=1.07, Synergy_Bliss=-0.268, Synergy_Loewe=-0.425, Synergy_HSA=2.38. (6) Drug 1: C1=NC2=C(N1)C(=S)N=C(N2)N. Drug 2: C1C(C(OC1N2C=NC3=C(N=C(N=C32)Cl)N)CO)O. Cell line: HCC-2998. Synergy scores: CSS=21.2, Synergy_ZIP=-7.42, Synergy_Bliss=-4.57, Synergy_Loewe=-8.73, Synergy_HSA=-3.42. (7) Drug 1: C1CCN(CC1)CCOC2=CC=C(C=C2)C(=O)C3=C(SC4=C3C=CC(=C4)O)C5=CC=C(C=C5)O. Drug 2: CN1C(=O)N2C=NC(=C2N=N1)C(=O)N. Cell line: COLO 205. Synergy scores: CSS=-2.58, Synergy_ZIP=4.56, Synergy_Bliss=6.90, Synergy_Loewe=-2.59, Synergy_HSA=-1.45. (8) Drug 1: CCC1(C2=C(COC1=O)C(=O)N3CC4=CC5=C(C=CC(=C5CN(C)C)O)N=C4C3=C2)O.Cl. Synergy scores: CSS=32.7, Synergy_ZIP=-4.62, Synergy_Bliss=-7.32, Synergy_Loewe=-4.62, Synergy_HSA=-3.75. Cell line: TK-10. Drug 2: CC1C(C(CC(O1)OC2CC(CC3=C2C(=C4C(=C3O)C(=O)C5=C(C4=O)C(=CC=C5)OC)O)(C(=O)CO)O)N)O.Cl.